This data is from Reaction yield outcomes from USPTO patents with 853,638 reactions. The task is: Predict the reaction yield, written as a fraction of the theoretical maximum amount of product (1.0 means a 100% yield; for example, 0.34 means a 34% yield). (1) The reactants are C(O[C:6](=O)[N:7]([CH2:9][CH2:10][O:11][C:12]1[C:13](Cl)=[N:14][C:15]([Cl:24])=[N:16][C:17]=1[N:18]1[CH2:23][CH2:22][O:21][CH2:20][CH2:19]1)C)(C)(C)C.Cl. The catalyst is CO. The product is [Cl:24][C:15]1[N:16]=[C:17]([N:18]2[CH2:23][CH2:22][O:21][CH2:20][CH2:19]2)[C:12]2[O:11][CH2:10][CH2:9][N:7]([CH3:6])[C:13]=2[N:14]=1. The yield is 0.910. (2) The product is [NH2:35][C:33]1[N:32]([CH3:31])[C:24](=[O:27])[C:10]([C:7]2[CH:8]=[CH:9][C:4]([O:3][CH:2]([F:1])[F:23])=[C:5]([CH2:20][CH2:21][F:22])[CH:6]=2)([C:11]2[CH:13]=[CH:18][CH:17]=[CH:16][CH:15]=2)[N:34]=1. The yield is 0.624. The reactants are [F:1][CH:2]([F:23])[O:3][C:4]1[CH:9]=[CH:8][C:7]([C:10](=O)[C:11]([C:13]2[CH:18]=[CH:17][CH:16]=[CH:15]C=2)=O)=[CH:6][C:5]=1[CH2:20][CH2:21][F:22].[C:24](=[O:27])([O-])[O-].[Na+].[Na+].Cl.[CH3:31][NH:32][C:33]([NH2:35])=[NH:34]. The catalyst is C(O)C. (3) The reactants are [CH3:1][CH:2]([NH2:4])[CH3:3].Cl[CH2:6][C:7]([O:9][CH2:10][CH3:11])=[O:8]. The catalyst is C1(C)C=CC=CC=1. The product is [CH:2]([NH:4][CH2:6][C:7]([O:9][CH2:10][CH3:11])=[O:8])([CH3:3])[CH3:1]. The yield is 0.510. (4) The reactants are [O:1]([CH2:8][C:9]1[CH:14]=[CH:13][C:12]([CH2:15][C:16](Cl)=[N:17][OH:18])=[CH:11][CH:10]=1)[C:2]1[CH:7]=[CH:6][CH:5]=[CH:4][CH:3]=1.[C:20]([C:22]1[C:23]([NH2:29])=[N:24][C:25]([NH2:28])=[CH:26][CH:27]=1)#[CH:21].C(N(CC)CC)C. The catalyst is O1CCCC1. The product is [O:1]([CH2:8][C:9]1[CH:14]=[CH:13][C:12]([CH2:15][C:16]2[CH:21]=[C:20]([C:22]3[C:23]([NH2:29])=[N:24][C:25]([NH2:28])=[CH:26][CH:27]=3)[O:18][N:17]=2)=[CH:11][CH:10]=1)[C:2]1[CH:7]=[CH:6][CH:5]=[CH:4][CH:3]=1. The yield is 0.220. (5) The reactants are C(OC([NH:8][CH2:9][C:10]([O:12][C@H:13]([C:24]1[CH:29]=[CH:28][C:27]([O:30][CH:31]([F:33])[F:32])=[C:26]([O:34][CH2:35][CH:36]2[CH2:38][CH2:37]2)[CH:25]=1)[CH2:14][C:15]1[C:20]([Cl:21])=[CH:19][N+:18]([O-:22])=[CH:17][C:16]=1[Cl:23])=[O:11])=O)(C)(C)C. The catalyst is Cl.CCOC(C)=O. The product is [ClH:21].[NH2:8][CH2:9][C:10]([O:12][C@H:13]([C:24]1[CH:29]=[CH:28][C:27]([O:30][CH:31]([F:33])[F:32])=[C:26]([O:34][CH2:35][CH:36]2[CH2:38][CH2:37]2)[CH:25]=1)[CH2:14][C:15]1[C:20]([Cl:21])=[CH:19][N+:18]([O-:22])=[CH:17][C:16]=1[Cl:23])=[O:11]. The yield is 0.690. (6) The reactants are [N+:1]([CH2:4][C:5]1[CH:10]=[CH:9][CH:8]=[CH:7][CH:6]=1)([O-:3])=[O:2].C[O:12][CH:13](OC)[CH2:14][CH2:15][CH2:16][CH:17]=O. The catalyst is CCOC(C)=O.CCCCCC. The product is [N+:1]([C:4]([C:5]1[CH:10]=[CH:9][CH:8]=[CH:7][CH:6]=1)=[CH:17][CH2:16][CH2:15][CH2:14][CH:13]=[O:12])([O-:3])=[O:2]. The yield is 0.410.